Dataset: Catalyst prediction with 721,799 reactions and 888 catalyst types from USPTO. Task: Predict which catalyst facilitates the given reaction. (1) Reactant: [CH3:1][C:2]1([CH3:31])[N:6]([C:7]2[S:8][C:9]3[CH:15]=[C:14]([CH2:16][N:17]4[C:21]5[CH:22]=[CH:23][C:24]([OH:26])=[CH:25][C:20]=5[N:19]=[CH:18]4)[CH:13]=[CH:12][C:10]=3[N:11]=2)[C@@H:5]2[CH2:27][CH2:28][CH2:29][CH2:30][C@H:4]2[O:3]1.I[CH2:33][CH2:34][N:35]1[CH2:40][CH2:39][O:38][CH2:37][CH2:36]1.C([O-])([O-])=O.[Cs+].[Cs+].CN1C(=O)CCC1. Product: [CH3:1][C:2]1([CH3:31])[N:6]([C:7]2[S:8][C:9]3[CH:15]=[C:14]([CH2:16][N:17]4[C:21]5[CH:22]=[CH:23][C:24]([O:26][CH2:33][CH2:34][N:35]6[CH2:40][CH2:39][O:38][CH2:37][CH2:36]6)=[CH:25][C:20]=5[N:19]=[CH:18]4)[CH:13]=[CH:12][C:10]=3[N:11]=2)[C@@H:5]2[CH2:27][CH2:28][CH2:29][CH2:30][C@H:4]2[O:3]1. The catalyst class is: 25. (2) Reactant: [CH2:1]([O:3][C:4](=[O:25])[CH2:5][C@@H:6]([NH:13][C:14]1[CH:19]=[C:18]([CH3:20])[N:17]=[C:16](Cl)[C:15]=1[N+:22]([O-])=O)[C:7]1[CH:12]=[CH:11][CH:10]=[CH:9][CH:8]=1)[CH3:2]. Product: [CH2:1]([O:3][C:4](=[O:25])[CH2:5][C@@H:6]([NH:13][C:14]1[C:15]([NH2:22])=[CH:16][N:17]=[C:18]([CH3:20])[CH:19]=1)[C:7]1[CH:8]=[CH:9][CH:10]=[CH:11][CH:12]=1)[CH3:2]. The catalyst class is: 19. (3) Reactant: [Br:1][C:2]1[C:3]([F:19])=[CH:4][C:5]([N+:16]([O-])=O)=[C:6]([NH:8][C:9]2[CH:14]=[CH:13][N:12]=[C:11]([NH2:15])[N:10]=2)[CH:7]=1.O.O.[Sn](Cl)Cl. Product: [NH2:16][C:5]1[CH:4]=[C:3]([F:19])[C:2]([Br:1])=[CH:7][C:6]=1[NH:8][C:9]1[CH:14]=[CH:13][N:12]=[C:11]([NH2:15])[N:10]=1. The catalyst class is: 8. (4) Reactant: [N+:1]([C:4]1[CH:5]=[C:6]([O:14][CH2:15][CH2:16][NH2:17])[CH:7]=[C:8]([C:10]([F:13])([F:12])[F:11])[CH:9]=1)([O-:3])=[O:2].N1C=CC=CC=1.[S:24](Cl)([CH3:27])(=[O:26])=[O:25]. Product: [N+:1]([C:4]1[CH:5]=[C:6]([O:14][CH2:15][CH2:16][NH:17][S:24]([CH3:27])(=[O:26])=[O:25])[CH:7]=[C:8]([C:10]([F:11])([F:12])[F:13])[CH:9]=1)([O-:3])=[O:2]. The catalyst class is: 2. (5) Reactant: [O:1]1[C:5]2[CH:6]=[CH:7][C:8]([C:10]3[CH:11]=[C:12]([C:17]([O:19]C)=[O:18])[C:13](=[O:16])[NH:14][N:15]=3)=[CH:9][C:4]=2[CH2:3][CH2:2]1.C(=O)([O-])[O-].[K+].[K+].Br[CH2:28][CH:29]1[CH2:31][CH2:30]1.C(=O)([O-])O.[Na+]. Product: [C:17]([C:12]1[C:13](=[O:16])[N:14]([CH2:28][CH:29]2[CH2:31][CH2:30]2)[N:15]=[C:10]([C:8]2[CH:7]=[CH:6][C:5]3[O:1][CH2:2][CH2:3][C:4]=3[CH:9]=2)[CH:11]=1)([OH:19])=[O:18]. The catalyst class is: 9.